This data is from Peptide-MHC class I binding affinity with 185,985 pairs from IEDB/IMGT. The task is: Regression. Given a peptide amino acid sequence and an MHC pseudo amino acid sequence, predict their binding affinity value. This is MHC class I binding data. (1) The peptide sequence is VPLDEDFRKY. The MHC is HLA-A02:03 with pseudo-sequence HLA-A02:03. The binding affinity (normalized) is 0.263. (2) The peptide sequence is LMDENTYAM. The MHC is HLA-B35:01 with pseudo-sequence HLA-B35:01. The binding affinity (normalized) is 1.00. (3) The peptide sequence is DITNILGGVL. The MHC is HLA-A02:06 with pseudo-sequence HLA-A02:06. The binding affinity (normalized) is 0.0896.